Dataset: Forward reaction prediction with 1.9M reactions from USPTO patents (1976-2016). Task: Predict the product of the given reaction. (1) Given the reactants [C:1]([C:3]1[C:4]([N:18]2[CH2:21][CH:20]([C:22](O)=[O:23])[CH2:19]2)=[N:5][C:6]([C:14]([F:17])([F:16])[F:15])=[C:7]([C:9]([O:11][CH2:12][CH3:13])=[O:10])[CH:8]=1)#[N:2].[F:25][C:26]1[CH:27]=[C:28]([CH2:32][S:33]([NH2:36])(=[O:35])=[O:34])[CH:29]=[CH:30][CH:31]=1, predict the reaction product. The product is: [C:1]([C:3]1[C:4]([N:18]2[CH2:19][CH:20]([C:22]([NH:36][S:33]([CH2:32][C:28]3[CH:29]=[CH:30][CH:31]=[C:26]([F:25])[CH:27]=3)(=[O:35])=[O:34])=[O:23])[CH2:21]2)=[N:5][C:6]([C:14]([F:17])([F:15])[F:16])=[C:7]([CH:8]=1)[C:9]([O:11][CH2:12][CH3:13])=[O:10])#[N:2]. (2) Given the reactants [CH3:1][C:2]1[CH:3]=[C:4]([CH:8]=[CH:9][C:10]=1[C:11]([N:13]1[CH2:17][CH2:16][CH2:15][CH2:14]1)=[O:12])[C:5]([OH:7])=O.CN(C(ON1N=NC2C=CC=CC1=2)=[N+](C)C)C.[B-](F)(F)(F)F.C(N(C(C)C)CC)(C)C.[CH2:49]([O:56][C:57]([CH2:59][CH2:60][CH:61]([NH2:72])[C:62]1[NH:66][C:65]2[CH:67]=[CH:68][C:69]([Cl:71])=[CH:70][C:64]=2[N:63]=1)=[O:58])[C:50]1[CH:55]=[CH:54][CH:53]=[CH:52][CH:51]=1.ClCl, predict the reaction product. The product is: [CH2:49]([O:56][C:57]([CH2:59][CH2:60][CH:61]([NH:72][C:5](=[O:7])[C:4]1[CH:8]=[CH:9][C:10]([C:11]([N:13]2[CH2:17][CH2:16][CH2:15][CH2:14]2)=[O:12])=[C:2]([CH3:1])[CH:3]=1)[C:62]1[NH:66][C:65]2[CH:67]=[CH:68][C:69]([Cl:71])=[CH:70][C:64]=2[N:63]=1)=[O:58])[C:50]1[CH:51]=[CH:52][CH:53]=[CH:54][CH:55]=1. (3) Given the reactants C(N(CC)CC)C.[Cl:8][C:9]1[CH:14]=[C:13]([C:15]#[CH:16])[CH:12]=[CH:11][C:10]=1[O:17][CH:18]([F:20])[F:19].I[C:22]1[CH:23]=[C:24]([OH:28])[CH:25]=[CH:26][CH:27]=1, predict the reaction product. The product is: [Cl:8][C:9]1[CH:14]=[C:13]([C:15]#[C:16][C:22]2[CH:23]=[C:24]([OH:28])[CH:25]=[CH:26][CH:27]=2)[CH:12]=[CH:11][C:10]=1[O:17][CH:18]([F:19])[F:20]. (4) The product is: [CH3:14][C@H:15]1[CH2:20][N:19]([C:2]2[C:7]([N+:8]([O-:10])=[O:9])=[CH:6][N:5]=[C:4]3[CH2:11][CH2:12][CH2:13][C:3]=23)[CH2:18][C@@H:17]([NH:21][C:22](=[O:28])[O:23][C:24]([CH3:27])([CH3:26])[CH3:25])[CH2:16]1. Given the reactants Cl[C:2]1[C:7]([N+:8]([O-:10])=[O:9])=[CH:6][N:5]=[C:4]2[CH2:11][CH2:12][CH2:13][C:3]=12.[CH3:14][C@H:15]1[CH2:20][NH:19][CH2:18][C@@H:17]([NH:21][C:22](=[O:28])[O:23][C:24]([CH3:27])([CH3:26])[CH3:25])[CH2:16]1.C(N(CC)CC)C, predict the reaction product. (5) Given the reactants [NH2:1][C:2]1[N:7]=[C:6]([C:8]2[CH:13]=[CH:12][C:11]([Cl:14])=[CH:10][CH:9]=2)[N:5]=[C:4]([C:15]([OH:17])=[O:16])[CH:3]=1.[Cl:18]N1C(=O)CCC1=O.O, predict the reaction product. The product is: [NH2:1][C:2]1[N:7]=[C:6]([C:8]2[CH:9]=[CH:10][C:11]([Cl:14])=[CH:12][CH:13]=2)[N:5]=[C:4]([C:15]([OH:17])=[O:16])[C:3]=1[Cl:18].